Predict the product of the given reaction. From a dataset of Forward reaction prediction with 1.9M reactions from USPTO patents (1976-2016). Given the reactants [O:1]=[C:2]1[N:7]([CH2:8][CH2:9][CH:10]2[CH2:15][CH2:14][O:13][CH2:12][CH2:11]2)[C:6]2[N:16]=[C:17]([C:20]3[CH:25]=[CH:24][N:23]=[C:22]4[N:26](C(OC(C)(C)C)=O)[CH:27]=[CH:28][C:21]=34)[CH:18]=[N:19][C:5]=2[NH:4][CH2:3]1, predict the reaction product. The product is: [NH:26]1[C:22]2=[N:23][CH:24]=[CH:25][C:20]([C:17]3[N:16]=[C:6]4[N:7]([CH2:8][CH2:9][CH:10]5[CH2:15][CH2:14][O:13][CH2:12][CH2:11]5)[C:2](=[O:1])[CH2:3][NH:4][C:5]4=[N:19][CH:18]=3)=[C:21]2[CH:28]=[CH:27]1.